From a dataset of NCI-60 drug combinations with 297,098 pairs across 59 cell lines. Regression. Given two drug SMILES strings and cell line genomic features, predict the synergy score measuring deviation from expected non-interaction effect. (1) Drug 1: CC1CCC2CC(C(=CC=CC=CC(CC(C(=O)C(C(C(=CC(C(=O)CC(OC(=O)C3CCCCN3C(=O)C(=O)C1(O2)O)C(C)CC4CCC(C(C4)OC)OCCO)C)C)O)OC)C)C)C)OC. Drug 2: CS(=O)(=O)CCNCC1=CC=C(O1)C2=CC3=C(C=C2)N=CN=C3NC4=CC(=C(C=C4)OCC5=CC(=CC=C5)F)Cl. Cell line: SR. Synergy scores: CSS=30.9, Synergy_ZIP=10.1, Synergy_Bliss=13.9, Synergy_Loewe=2.01, Synergy_HSA=10.3. (2) Drug 1: C1CCN(CC1)CCOC2=CC=C(C=C2)C(=O)C3=C(SC4=C3C=CC(=C4)O)C5=CC=C(C=C5)O. Drug 2: CN(C)N=NC1=C(NC=N1)C(=O)N. Cell line: SK-OV-3. Synergy scores: CSS=4.67, Synergy_ZIP=-3.37, Synergy_Bliss=-2.93, Synergy_Loewe=-4.00, Synergy_HSA=-3.19.